Dataset: Catalyst prediction with 721,799 reactions and 888 catalyst types from USPTO. Task: Predict which catalyst facilitates the given reaction. (1) Reactant: [CH2:1]([O:8][C:9]1[C:14]([C:15](=[O:17])[CH3:16])=[C:13]([OH:18])[C:12]([O:19][C:20]2[C:28]([CH3:29])=[CH:27][C:26]([N+:30]([O-:32])=[O:31])=[C:25]3[C:21]=2[CH2:22][CH2:23][CH2:24]3)=[CH:11][CH:10]=1)[C:2]1[CH:7]=[CH:6][CH:5]=[CH:4][CH:3]=1.[C:33](=O)([O-])[O-].[Cs+].[Cs+].CI. Product: [CH2:1]([O:8][C:9]1[C:14]([C:15](=[O:17])[CH3:16])=[C:13]([O:18][CH3:33])[C:12]([O:19][C:20]2[C:28]([CH3:29])=[CH:27][C:26]([N+:30]([O-:32])=[O:31])=[C:25]3[C:21]=2[CH2:22][CH2:23][CH2:24]3)=[CH:11][CH:10]=1)[C:2]1[CH:7]=[CH:6][CH:5]=[CH:4][CH:3]=1. The catalyst class is: 7. (2) Reactant: C([O:3][C:4]([C:6]1([NH:11][C:12]([CH:14]2[CH2:18][CH:17]([O:19][C:20]3[C:29]4[C:24](=[CH:25][CH:26]=[CH:27][CH:28]=4)[N:23]=[C:22]([C:30]4[CH:35]=[CH:34][CH:33]=[CH:32][CH:31]=4)[N:21]=3)[CH2:16][CH:15]2[C:36](=[O:45])[N:37]([CH2:39][CH2:40][CH2:41][CH2:42][CH:43]=[CH2:44])[CH3:38])=[O:13])[CH2:8][CH:7]1[CH:9]=[CH2:10])=[O:5])C.[Li+].[OH-]. Product: [CH2:39]([N:37]([CH3:38])[C:36]([CH:15]1[CH2:16][CH:17]([O:19][C:20]2[C:29]3[C:24](=[CH:25][CH:26]=[CH:27][CH:28]=3)[N:23]=[C:22]([C:30]3[CH:35]=[CH:34][CH:33]=[CH:32][CH:31]=3)[N:21]=2)[CH2:18][CH:14]1[C:12]([NH:11][C:6]1([C:4]([OH:5])=[O:3])[CH2:8][CH:7]1[CH:9]=[CH2:10])=[O:13])=[O:45])[CH2:40][CH2:41][CH2:42][CH:43]=[CH2:44]. The catalyst class is: 3. (3) Reactant: [F:1][C:2]([F:26])([F:25])[C:3]1[CH:4]=[C:5]([C:9]2[N:10]=[C:11]([CH:14]3[CH2:19][CH2:18][CH:17]([CH2:20][NH:21][C:22](=O)[CH3:23])[CH2:16][CH2:15]3)[NH:12][CH:13]=2)[CH:6]=[CH:7][CH:8]=1.CSC.B.CO. Product: [CH2:22]([NH:21][CH2:20][CH:17]1[CH2:16][CH2:15][CH:14]([C:11]2[NH:12][CH:13]=[C:9]([C:5]3[CH:6]=[CH:7][CH:8]=[C:3]([C:2]([F:25])([F:26])[F:1])[CH:4]=3)[N:10]=2)[CH2:19][CH2:18]1)[CH3:23]. The catalyst class is: 1. (4) Reactant: CN(C(F)=[N+](C)C)C.F[P-](F)(F)(F)(F)F.CCN(C(C)C)C(C)C.[CH:25]1([S:28]([C:31]2[CH:36]=[CH:35][C:34](/[C:37](=[CH:41]\[CH:42]3[CH2:47][CH2:46][O:45][CH2:44][CH2:43]3)/[C:38](O)=[O:39])=[CH:33][CH:32]=2)(=[O:30])=[O:29])[CH2:27][CH2:26]1.[NH2:48][C:49]1[CH:54]=[CH:53][C:52]([F:55])=[CH:51][N:50]=1. Product: [CH:25]1([S:28]([C:31]2[CH:32]=[CH:33][C:34](/[C:37](=[CH:41]\[CH:42]3[CH2:43][CH2:44][O:45][CH2:46][CH2:47]3)/[C:38]([NH:48][C:49]3[CH:54]=[CH:53][C:52]([F:55])=[CH:51][N:50]=3)=[O:39])=[CH:35][CH:36]=2)(=[O:29])=[O:30])[CH2:27][CH2:26]1. The catalyst class is: 2. (5) Reactant: [CH2:1]([C:8]1[C:9]2[CH2:30][NH:29][CH2:28][CH2:27][C:10]=2[N:11]=[C:12]([NH:14][C:15]2[CH:20]=[CH:19][C:18]([N:21]3[CH:25]=[CH:24][N:23]=[C:22]3[CH3:26])=[CH:17][CH:16]=2)[N:13]=1)[C:2]1[CH:7]=[CH:6][CH:5]=[CH:4][CH:3]=1.[C:31](O)(=O)C.C=O. Product: [CH2:1]([C:8]1[C:9]2[CH2:30][N:29]([CH3:31])[CH2:28][CH2:27][C:10]=2[N:11]=[C:12]([NH:14][C:15]2[CH:16]=[CH:17][C:18]([N:21]3[CH:25]=[CH:24][N:23]=[C:22]3[CH3:26])=[CH:19][CH:20]=2)[N:13]=1)[C:2]1[CH:3]=[CH:4][CH:5]=[CH:6][CH:7]=1. The catalyst class is: 5. (6) Reactant: C([N:4]1[C:8]2=[N:9][C:10](Br)=[CH:11][CH:12]=[C:7]2[C:6]([C:14]#[N:15])=[CH:5]1)(=O)C.C(N(CC)CC)C.CC(C1C=C(C(C)C)C(C2C=CC=CC=2P(C2CCCCC2)C2CCCCC2)=C(C(C)C)C=1)C.[CH2:57]([O:59][C:60]1[CH:65]=[CH:64][C:63](B(O)O)=[CH:62][N:61]=1)[CH3:58]. Product: [CH2:57]([O:59][C:60]1[N:61]=[CH:62][C:63]([C:10]2[N:9]=[C:8]3[NH:4][CH:5]=[C:6]([C:14]#[N:15])[C:7]3=[CH:12][CH:11]=2)=[CH:64][CH:65]=1)[CH3:58]. The catalyst class is: 12.